This data is from Reaction yield outcomes from USPTO patents with 853,638 reactions. The task is: Predict the reaction yield, written as a fraction of the theoretical maximum amount of product (1.0 means a 100% yield; for example, 0.34 means a 34% yield). (1) The reactants are C([O:3][C:4]([CH:6]1[CH2:18][C:17]2[C:16]3[C:11](=[CH:12][CH:13]=[CH:14][CH:15]=3)[NH:10][C:9]=2[CH2:8][CH2:7]1)=[O:5])C.O.[OH-].[Li+]. The catalyst is C1COCC1. The product is [CH2:8]1[C:9]2[NH:10][C:11]3[C:16](=[CH:15][CH:14]=[CH:13][CH:12]=3)[C:17]=2[CH2:18][CH:6]([C:4]([OH:5])=[O:3])[CH2:7]1. The yield is 0.990. (2) The reactants are O[C:2]1[N:7]=[CH:6][C:5]([C:8](O)=O)=[CH:4][N:3]=1.[CH2:11]([NH:14][C:15]1[C:16]([NH2:21])=[CH:17][CH:18]=[CH:19][CH:20]=1)[CH2:12][CH3:13].O=P(Cl)(Cl)[Cl:24]. No catalyst specified. The product is [Cl:24][C:2]1[N:7]=[CH:6][C:5]([C:8]2[N:14]([CH2:11][CH2:12][CH3:13])[C:15]3[CH:20]=[CH:19][CH:18]=[CH:17][C:16]=3[N:21]=2)=[CH:4][N:3]=1. The yield is 0.110. (3) The reactants are [I:1][C:2]1[N:6]([CH3:7])[N:5]=[C:4]([NH2:8])[CH:3]=1.C1(C)C=CC(S(O)(=O)=O)=CC=1.[Cl:20][C:21]1[C:22](=O)[O:23][C:24](=[O:27])[C:25]=1[CH3:26]. The catalyst is C1(C)C=CC=CC=1. The product is [Cl:20][C:21]1[C:22](=[O:23])[N:8]([C:4]2[CH:3]=[C:2]([I:1])[N:6]([CH3:7])[N:5]=2)[C:24](=[O:27])[C:25]=1[CH3:26]. The yield is 0.640. (4) The reactants are [CH3:1][O:2][C:3]([C:5]1[CH:6]=[N:7][C:8](S(C)(=O)=O)=[N:9][CH:10]=1)=[O:4].O.O.O.[O-:18][C:19]1[CH:24]=[CH:23][CH:22]=[CH:21][CH:20]=1.[Na+].O. The catalyst is CN1C(=O)CCC1. The product is [CH3:1][O:2][C:3]([C:5]1[CH:6]=[N:7][C:8]([O:18][C:19]2[CH:24]=[CH:23][CH:22]=[CH:21][CH:20]=2)=[N:9][CH:10]=1)=[O:4]. The yield is 0.660. (5) The reactants are [NH:1]1[C:5]([C:6]([OH:8])=O)=[CH:4][C:3]([C:9]([OH:11])=[O:10])=[N:2]1.CCN(C(C)C)C(C)C.CN(C(ON1N=NC2C=CC=NC1=2)=[N+](C)C)C.F[P-](F)(F)(F)(F)F.[NH2:45][C@H:46]([CH2:54][C:55]1[CH:60]=[CH:59][C:58]([C:61]2[CH:66]=[CH:65][CH:64]=[CH:63][CH:62]=2)=[CH:57][CH:56]=1)[CH2:47][C:48]1([C:51]([OH:53])=[O:52])[CH2:50][CH2:49]1. The catalyst is C(Cl)Cl. The product is [C:58]1([C:61]2[CH:62]=[CH:63][CH:64]=[CH:65][CH:66]=2)[CH:57]=[CH:56][C:55]([CH2:54][C@@H:46]([NH:45][C:6]([C:5]2[CH:4]=[C:3]([C:9]([OH:11])=[O:10])[NH:2][N:1]=2)=[O:8])[CH2:47][C:48]2([C:51]([OH:53])=[O:52])[CH2:50][CH2:49]2)=[CH:60][CH:59]=1. The yield is 0.930. (6) The reactants are [CH3:1][O:2][C:3]([CH:5]1[CH2:13][C:12]2[C:7](=[CH:8][CH:9]=[CH:10][CH:11]=2)[CH2:6]1)=[O:4].[Li+].[CH3:15][Si]([N-][Si](C)(C)C)(C)C.CI. The catalyst is C1COCC1. The product is [CH3:1][O:2][C:3]([C:5]1([CH3:15])[CH2:13][C:12]2[C:7](=[CH:8][CH:9]=[CH:10][CH:11]=2)[CH2:6]1)=[O:4]. The yield is 0.0900.